The task is: Predict the reaction yield, written as a fraction of the theoretical maximum amount of product (1.0 means a 100% yield; for example, 0.34 means a 34% yield).. This data is from Reaction yield outcomes from USPTO patents with 853,638 reactions. (1) The product is [CH3:1][N:2]([CH3:22])[C:3]1[CH:4]=[C:5]2[C:9](=[CH:10][CH:11]=1)[C:8](=[C:12]1[C:20]3[C:15](=[CH:16][CH:17]=[CH:18][CH:19]=3)[N:14]([CH2:23][N:25]3[CH2:30][CH2:29][CH2:28][CH2:27][CH2:26]3)[C:13]1=[O:21])[O:7][CH2:6]2. The catalyst is CCO. The yield is 0.890. The reactants are [CH3:1][N:2]([CH3:22])[C:3]1[CH:4]=[C:5]2[C:9](=[CH:10][CH:11]=1)[C:8](=[C:12]1[C:20]3[C:15](=[CH:16][CH:17]=[CH:18][CH:19]=3)[NH:14][C:13]1=[O:21])[O:7][CH2:6]2.[CH2:23]=O.[NH:25]1[CH2:30][CH2:29][CH2:28][CH2:27][CH2:26]1. (2) The reactants are [H-].[Al+3].[Li+].[H-].[H-].[H-].[Br:7][C:8]1[CH:13]=[CH:12][C:11]([C:14]([CH3:21])([CH3:20])[C:15](OCC)=[O:16])=[CH:10][CH:9]=1. The catalyst is O1CCCC1. The product is [Br:7][C:8]1[CH:9]=[CH:10][C:11]([C:14]([CH3:21])([CH3:20])[CH2:15][OH:16])=[CH:12][CH:13]=1. The yield is 1.00. (3) The reactants are [Cl:1][C:2]1[CH:8]=[C:7]([O:9][C:10]2[C:19]3[C:14](=[CH:15][C:16]([O:22][CH3:23])=[C:17]([O:20][CH3:21])[CH:18]=3)[N:13]=[CH:12][N:11]=2)[CH:6]=[CH:5][C:3]=1[NH2:4].ClC(Cl)(O[C:28](=[O:34])OC(Cl)(Cl)Cl)Cl.[CH3:36][C:37]1[CH:49]=[CH:48][CH:47]=[CH:46][C:38]=1[CH2:39][N:40]1[CH2:44][CH2:43][CH:42]([NH2:45])[CH2:41]1.C(=O)([O-])O.[Na+]. The catalyst is C(N(CC)CC)C.C(Cl)(Cl)Cl. The product is [Cl:1][C:2]1[CH:8]=[C:7]([O:9][C:10]2[C:19]3[C:14](=[CH:15][C:16]([O:22][CH3:23])=[C:17]([O:20][CH3:21])[CH:18]=3)[N:13]=[CH:12][N:11]=2)[CH:6]=[CH:5][C:3]=1[NH:4][C:28]([NH:45][CH:42]1[CH2:43][CH2:44][N:40]([CH2:39][C:38]2[CH:46]=[CH:47][CH:48]=[CH:49][C:37]=2[CH3:36])[CH2:41]1)=[O:34]. The yield is 0.500. (4) The reactants are [CH3:1][CH:2]([CH2:8][C:9]1[CH:14]=[CH:13][C:12]([C:15]2[N:19]=[CH:18][N:17]([C:20]3[CH:25]=[CH:24][C:23]([O:26][C:27]([F:30])([F:29])[F:28])=[CH:22][CH:21]=3)[N:16]=2)=[CH:11][CH:10]=1)[C:3]([O:5]CC)=[O:4].[OH-].[Na+].Cl. The catalyst is CO. The product is [CH3:1][CH:2]([CH2:8][C:9]1[CH:14]=[CH:13][C:12]([C:15]2[N:19]=[CH:18][N:17]([C:20]3[CH:25]=[CH:24][C:23]([O:26][C:27]([F:30])([F:28])[F:29])=[CH:22][CH:21]=3)[N:16]=2)=[CH:11][CH:10]=1)[C:3]([OH:5])=[O:4]. The yield is 0.930. (5) The reactants are N[C@@H](CCCCNC(=O)COCC1C=CC=CC=1)C(NC1C=CC=C2C=1N=CC=C2)=O.[Cl:32][CH2:33][C:34]([NH:36][C:37]1[CH:42]=[CH:41][C:40]([CH2:43][OH:44])=[CH:39][CH:38]=1)=[O:35]. No catalyst specified. The product is [Cl:32][CH2:33][C:34]([NH:36][C:37]1[CH:42]=[CH:41][C:40]([CH:43]=[O:44])=[CH:39][CH:38]=1)=[O:35]. The yield is 0.860. (6) The reactants are S([Cl:5])(C)(=O)=O.[O:6]1[C:10]2[CH:11]=[CH:12][CH:13]=[CH:14][C:9]=2[CH:8]=[C:7]1[C:15]1[N:24]=[C:23]([NH:25][CH2:26][CH2:27][CH2:28]O)[C:22]2[C:17](=[CH:18][CH:19]=[CH:20][CH:21]=2)[N:16]=1.[CH2:30](N(CC)CC)[CH3:31].C([NH2:39])C.[ClH:40]. No catalyst specified. The product is [ClH:5].[ClH:40].[O:6]1[C:10]2[CH:11]=[CH:12][CH:13]=[CH:14][C:9]=2[CH:8]=[C:7]1[C:15]1[N:24]=[C:23]([N:25]([CH2:30][CH3:31])[CH2:26][CH2:27][CH2:28][NH2:39])[C:22]2[C:17](=[CH:18][CH:19]=[CH:20][CH:21]=2)[N:16]=1. The yield is 0.530.